This data is from Full USPTO retrosynthesis dataset with 1.9M reactions from patents (1976-2016). The task is: Predict the reactants needed to synthesize the given product. (1) Given the product [F:26][C:24]1[CH:23]=[C:20]([CH:19]=[C:18]([N:7]2[CH:2]([CH3:1])[CH2:3][C:4]3[N:10]=[C:9]([C:11]4[CH:16]=[CH:15][CH:14]=[CH:13][N:12]=4)[O:8][C:5]=3[CH2:6]2)[CH:25]=1)[C:21]#[N:22], predict the reactants needed to synthesize it. The reactants are: [CH3:1][CH:2]1[NH:7][CH2:6][C:5]2[O:8][C:9]([C:11]3[CH:16]=[CH:15][CH:14]=[CH:13][N:12]=3)=[N:10][C:4]=2[CH2:3]1.Br[C:18]1[CH:19]=[C:20]([CH:23]=[C:24]([F:26])[CH:25]=1)[C:21]#[N:22].CC1(C)C2C(=C(P(C3C=CC=CC=3)C3C=CC=CC=3)C=CC=2)OC2C(P(C3C=CC=CC=3)C3C=CC=CC=3)=CC=CC1=2.C([O-])([O-])=O.[Cs+].[Cs+]. (2) Given the product [C:6]([CH2:7][N:8]1[CH2:16][CH2:15][N:14]([CH2:17][CH:18]([NH:54][CH2:55][C:56]([OH:58])=[O:57])[CH2:19][C:20]2[CH:21]=[CH:22][C:23]([NH:26][C:27](=[O:53])[CH2:28][CH2:29][CH:30]([CH:32]3[C:48]4([CH3:49])[CH:35]([CH:36]5[CH:45]([CH2:46][CH:47]4[OH:50])[C:44]4([CH3:51])[CH:39]([CH2:40][CH:41]([OH:52])[CH2:42][CH2:43]4)[CH2:38][CH2:37]5)[CH2:34][CH2:33]3)[CH3:31])=[CH:24][CH:25]=2)[CH2:13][CH2:12][N:11]([CH2:63][C:64]([OH:66])=[O:65])[CH2:10][CH2:9]1)([OH:71])=[O:5], predict the reactants needed to synthesize it. The reactants are: C([O:5][C:6](=[O:71])[CH2:7][N:8]1[CH2:16][CH2:15][N:14]([CH2:17][CH:18]([NH:54][CH2:55][C:56]([O:58]C(C)(C)C)=[O:57])[CH2:19][C:20]2[CH:25]=[CH:24][C:23]([NH:26][C:27](=[O:53])[CH2:28][CH2:29][CH:30]([CH:32]3[C:48]4([CH3:49])[CH:35]([CH:36]5[CH:45]([CH2:46][CH:47]4[OH:50])[C:44]4([CH3:51])[CH:39]([CH2:40][CH:41]([OH:52])[CH2:42][CH2:43]4)[CH2:38][CH2:37]5)[CH2:34][CH2:33]3)[CH3:31])=[CH:22][CH:21]=2)[CH2:13][CH2:12][N:11]([CH2:63][C:64]([O:66]C(C)(C)C)=[O:65])[CH2:10][CH2:9]1)(C)(C)C.Cl.CCOCC. (3) Given the product [CH2:19]([Si:4]([CH2:1][CH:2]=[CH2:3])([CH2:16][CH:17]=[CH2:18])[CH2:5][CH2:6][CH2:7][C:8]1[CH:15]=[CH:14][C:11]([CH2:12][OH:13])=[CH:10][CH:9]=1)[CH:20]=[CH2:21], predict the reactants needed to synthesize it. The reactants are: [CH2:1]([Si:4]([CH2:19][CH:20]=[CH2:21])([CH2:16][CH:17]=[CH2:18])[CH2:5][CH2:6][CH2:7][C:8]1[CH:15]=[CH:14][C:11]([CH:12]=[O:13])=[CH:10][CH:9]=1)[CH:2]=[CH2:3].C1COCC1.[BH4-].[Na+].C(=O)(O)[O-].[Na+]. (4) Given the product [CH:9]([O:8][C:5]1[C:4]([CH3:12])=[CH:3][C:2]([CH:19]=[CH2:20])=[CH:7][N:6]=1)([CH3:11])[CH3:10], predict the reactants needed to synthesize it. The reactants are: Br[C:2]1[CH:3]=[C:4]([CH3:12])[C:5]([O:8][CH:9]([CH3:11])[CH3:10])=[N:6][CH:7]=1.B1(C=C)OB([CH:19]=[CH2:20])OB(C=C)O1.C1C=CN=CC=1. (5) Given the product [CH:1]1([NH:4][C:5]([C:7]2[CH:8]=[C:9]([F:26])[C:10]([CH3:25])=[C:11]([C:13]3[C:14]([C:23]([OH:28])=[O:24])=[CH:15][C:16]([C:19]([O:21][CH3:22])=[O:20])=[CH:17][CH:18]=3)[CH:12]=2)=[O:6])[CH2:3][CH2:2]1, predict the reactants needed to synthesize it. The reactants are: [CH:1]1([NH:4][C:5]([C:7]2[CH:8]=[C:9]([F:26])[C:10]([CH3:25])=[C:11]([C:13]3[CH:18]=[CH:17][C:16]([C:19]([O:21][CH3:22])=[O:20])=[CH:15][C:14]=3[CH:23]=[O:24])[CH:12]=2)=[O:6])[CH2:3][CH2:2]1.Cl([O-])=[O:28].[Na+].P([O-])(O)(O)=O.[K+].OO.S([O-])([O-])=O.[Na+].[Na+]. (6) Given the product [Na:1].[C:8]1([C:7]([CH2:6][CH2:5][CH:16]=[CH2:17])=[O:14])[CH:9]=[CH:10][CH:11]=[CH:12][CH:13]=1, predict the reactants needed to synthesize it. The reactants are: [Na:1].C(O[C:5](=O)[CH2:6][C:7](=[O:14])[C:8]1[CH:13]=[CH:12][CH:11]=[CH:10][CH:9]=1)C.[CH2:16](Br)[CH:17]=C.[OH-].[K+]. (7) The reactants are: [C:1]([C:3]1([C:6]([NH:8][NH:9][C:10](=O)[C:11]2[CH:16]=[CH:15][CH:14]=[C:13]([CH2:17][CH2:18][CH2:19][CH2:20][CH2:21][CH2:22][CH2:23][CH2:24][CH2:25][CH2:26][CH3:27])[CH:12]=2)=O)[CH2:5][CH2:4]1)#[N:2].S(Cl)(Cl)=O.[NH3:33]. Given the product [CH2:17]([C:13]1[CH:12]=[C:11]([C:10]2[N:33]=[C:6]([C:3]3([C:1]#[N:2])[CH2:5][CH2:4]3)[NH:8][N:9]=2)[CH:16]=[CH:15][CH:14]=1)[CH2:18][CH2:19][CH2:20][CH2:21][CH2:22][CH2:23][CH2:24][CH2:25][CH2:26][CH3:27], predict the reactants needed to synthesize it.